This data is from Forward reaction prediction with 1.9M reactions from USPTO patents (1976-2016). The task is: Predict the product of the given reaction. (1) Given the reactants [CH3:1][C:2]1[CH:3]=[CH:4][C:5]([O:26]C2CCCCO2)=[C:6]([C:8]2[CH:13]=[CH:12][C:11]([O:14][CH2:15][C:16]3[CH:25]=[CH:24][C:23]4[C:18](=[CH:19][CH:20]=[CH:21][CH:22]=4)[N:17]=3)=[CH:10][CH:9]=2)[CH:7]=1.C1(C)C=CC(S([O-])(=O)=O)=CC=1.[NH+]1C=CC=CC=1, predict the reaction product. The product is: [CH3:1][C:2]1[CH:7]=[C:6]([C:8]2[CH:9]=[CH:10][C:11]([O:14][CH2:15][C:16]3[CH:25]=[CH:24][C:23]4[C:18](=[CH:19][CH:20]=[CH:21][CH:22]=4)[N:17]=3)=[CH:12][CH:13]=2)[C:5]([OH:26])=[CH:4][CH:3]=1. (2) Given the reactants [CH:1]1([O:4][C:5]2[CH:10]=[CH:9][CH:8]=[CH:7][C:6]=2[C:11]2[CH:16]=[CH:15][N:14]=[CH:13][C:12]=2[NH:17][CH3:18])[CH2:3][CH2:2]1.[CH3:19][S:20]([C:23]1[CH:24]=[C:25]([CH:29]=[C:30]([C:32]([F:35])([F:34])[F:33])[CH:31]=1)[C:26]([OH:28])=O)(=[O:22])=[O:21], predict the reaction product. The product is: [CH:1]1([O:4][C:5]2[CH:10]=[CH:9][CH:8]=[CH:7][C:6]=2[C:11]2[CH:16]=[CH:15][N:14]=[CH:13][C:12]=2[N:17]([CH3:18])[C:26](=[O:28])[C:25]2[CH:29]=[C:30]([C:32]([F:35])([F:34])[F:33])[CH:31]=[C:23]([S:20]([CH3:19])(=[O:21])=[O:22])[CH:24]=2)[CH2:3][CH2:2]1. (3) Given the reactants [CH3:1][O:2][C:3]1[C:8]2[C:9](=[O:14])[O:10][C:11](=[O:13])[NH:12][C:7]=2[CH:6]=[CH:5][CH:4]=1.C1C(=O)N([Br:22])C(=O)C1, predict the reaction product. The product is: [Br:22][C:4]1[CH:5]=[CH:6][C:7]2[NH:12][C:11](=[O:13])[O:10][C:9](=[O:14])[C:8]=2[C:3]=1[O:2][CH3:1].